From a dataset of Forward reaction prediction with 1.9M reactions from USPTO patents (1976-2016). Predict the product of the given reaction. (1) Given the reactants [I:1][C:2]1[CH:3]=[C:4]([CH:8]=[CH:9][C:10]=1[CH3:11])[C:5](Cl)=[O:6].[NH2:12][C:13]1[CH:20]=[CH:19][C:16]([CH:17]=[O:18])=[C:15]([C:21]([F:24])([F:23])[F:22])[CH:14]=1.C(N(CC)CC)C, predict the reaction product. The product is: [CH:17]([C:16]1[CH:19]=[CH:20][C:13]([NH:12][C:5](=[O:6])[C:4]2[CH:8]=[CH:9][C:10]([CH3:11])=[C:2]([I:1])[CH:3]=2)=[CH:14][C:15]=1[C:21]([F:22])([F:23])[F:24])=[O:18]. (2) Given the reactants [Cl:1][C:2]1[C:10]([Cl:11])=[CH:9][CH:8]=[CH:7][C:3]=1[C:4]([OH:6])=O.[CH3:12][C:13]1[N:18]=[CH:17][C:16]([CH:19]([N:22]2[CH2:26][CH2:25][CH:24]([CH3:27])[CH2:23]2)[CH2:20][NH2:21])=[CH:15][N:14]=1, predict the reaction product. The product is: [Cl:1][C:2]1[C:10]([Cl:11])=[CH:9][CH:8]=[CH:7][C:3]=1[C:4]([NH:21][CH2:20][CH:19]([C:16]1[CH:17]=[N:18][C:13]([CH3:12])=[N:14][CH:15]=1)[N:22]1[CH2:26][CH2:25][CH:24]([CH3:27])[CH2:23]1)=[O:6].